Binary Classification. Given a T-cell receptor sequence (or CDR3 region) and an epitope sequence, predict whether binding occurs between them. From a dataset of TCR-epitope binding with 47,182 pairs between 192 epitopes and 23,139 TCRs. The epitope is FPRPWLHGL. The TCR CDR3 sequence is CATGSGGETQYF. Result: 0 (the TCR does not bind to the epitope).